The task is: Predict the reactants needed to synthesize the given product.. This data is from Full USPTO retrosynthesis dataset with 1.9M reactions from patents (1976-2016). (1) Given the product [F:34][C:35]1[CH:36]=[C:37]([CH:40]=[C:41]([F:43])[CH:42]=1)[CH2:38][N:32]1[CH:31]=[CH:30][N:29]=[C:28]1[CH:8]([NH:7][C:6](=[O:33])[O:5][C:1]([CH3:4])([CH3:2])[CH3:3])[CH2:9][C:10]1[CH:18]=[C:17]([CH3:19])[C:16]2[C:12](=[CH:13][N:14]([CH2:20][O:21][CH2:22][CH2:23][Si:24]([CH3:25])([CH3:27])[CH3:26])[N:15]=2)[CH:11]=1, predict the reactants needed to synthesize it. The reactants are: [C:1]([O:5][C:6](=[O:33])[NH:7][CH:8]([C:28]1[NH:29][CH:30]=[CH:31][N:32]=1)[CH2:9][C:10]1[CH:18]=[C:17]([CH3:19])[C:16]2[C:12](=[CH:13][N:14]([CH2:20][O:21][CH2:22][CH2:23][Si:24]([CH3:27])([CH3:26])[CH3:25])[N:15]=2)[CH:11]=1)([CH3:4])([CH3:3])[CH3:2].[F:34][C:35]1[CH:36]=[C:37]([CH:40]=[C:41]([F:43])[CH:42]=1)[CH2:38]Br.C(=O)([O-])[O-].[K+].[K+]. (2) Given the product [CH:23]1([C:18]2[N:19]=[CH:20][CH:21]=[C:22]3[CH:14]([NH2:13])[CH2:15][O:16][C:17]=23)[CH2:25][CH2:24]1, predict the reactants needed to synthesize it. The reactants are: N1C2OCC(N)C=2C=CN=1.CO[N:13]=[C:14]1[C:22]2[C:17](=[C:18]([CH:23]3[CH2:25][CH2:24]3)[N:19]=[CH:20][CH:21]=2)[O:16][CH2:15]1. (3) Given the product [CH2:30]([O:29][C:26]1[CH:25]=[CH:24][C:23]([C:20]2[N:19]=[N:18][C:17]([NH:15][NH:16][C:65](=[O:66])[CH2:64][O:63][C:57]3[C:56]4[C:61](=[CH:62][C:53]([O:52][CH3:51])=[CH:54][CH:55]=4)[N:60]=[CH:59][CH:58]=3)=[N:22][CH:21]=2)=[CH:28][CH:27]=1)[C:31]1[CH:32]=[CH:33][CH:34]=[CH:35][CH:36]=1, predict the reactants needed to synthesize it. The reactants are: N(C1N=NC(C2C=CC=CC=2)=CN=1)N.[NH:15]([C:17]1[N:18]=[N:19][C:20]([C:23]2[CH:28]=[CH:27][C:26]([O:29][CH2:30][C:31]3[CH:36]=[CH:35][CH:34]=[CH:33][CH:32]=3)=[CH:25][CH:24]=2)=[CH:21][N:22]=1)[NH2:16].N1C2C(=CC(CC(O)=O)=CC=2)C=CC=1.[CH3:51][O:52][C:53]1[CH:62]=[C:61]2[C:56]([C:57]([O:63][CH2:64][C:65](O)=[O:66])=[CH:58][CH:59]=[N:60]2)=[CH:55][CH:54]=1. (4) Given the product [CH2:14]1[N:19]([C:8]([C:7]2[CH:6]=[C:5]([S:2]([NH:35][C:34]3[CH:36]=[CH:37][C:31]([C:30]([F:29])([F:38])[F:39])=[CH:32][CH:33]=3)(=[O:4])=[O:3])[CH:13]=[CH:12][CH:11]=2)=[O:9])[CH2:18][CH2:17][N:16]2[CH2:20][CH2:21][CH2:22][C@H:15]12, predict the reactants needed to synthesize it. The reactants are: Cl[S:2]([C:5]1[CH:6]=[C:7]([CH:11]=[CH:12][CH:13]=1)[C:8](Cl)=[O:9])(=[O:4])=[O:3].[CH2:14]1[NH:19][CH2:18][CH2:17][N:16]2[CH2:20][CH2:21][CH2:22][C@H:15]12.C(=O)([O-])[O-].[Na+].[Na+].[F:29][C:30]([F:39])([F:38])[C:31]1[CH:37]=[CH:36][C:34]([NH2:35])=[CH:33][CH:32]=1. (5) Given the product [CH3:13][C:7]1[CH:8]=[CH:9][CH:10]=[C:11]([CH3:12])[C:6]=1/[CH:5]=[CH:4]/[C:3]1[CH:14]=[C:15]([CH2:21][CH2:20][CH:19]=[O:22])[CH:16]=[CH:17][C:2]=1[F:1], predict the reactants needed to synthesize it. The reactants are: [F:1][C:2]1[CH:17]=[CH:16][C:15](I)=[CH:14][C:3]=1/[CH:4]=[CH:5]/[C:6]1[C:11]([CH3:12])=[CH:10][CH:9]=[CH:8][C:7]=1[CH3:13].[CH2:19]([OH:22])[CH:20]=[CH2:21]. (6) The reactants are: [C:1](Cl)(=O)[C:2](Cl)=O.[Br:7][C:8]1[CH:16]=[CH:15][C:14]([I:17])=[CH:13][C:9]=1[C:10]([OH:12])=O. Given the product [Br:7][C:8]1[CH:16]=[CH:15][C:14]([I:17])=[CH:13][C:9]=1[C:10]([C:8]1[CH:16]=[CH:15][C:14]([CH2:1][CH3:2])=[CH:13][CH:9]=1)=[O:12], predict the reactants needed to synthesize it. (7) The reactants are: [CH3:1][Zn]Cl.Br[C:5]1[C:13]([F:14])=[C:12]([O:15][CH:16]([F:18])[F:17])[CH:11]=[C:10]2[C:6]=1[C:7]([C:39]#[N:40])=[C:8]([C:23]1[N:28]=[CH:27][C:26]([S:29]([NH:32][C@@H:33]([CH3:38])[C:34]([F:37])([F:36])[F:35])(=[O:31])=[O:30])=[CH:25][CH:24]=1)[N:9]2[CH:19]1[CH2:22][CH2:21][CH2:20]1.Cl. Given the product [C:39]([C:7]1[C:6]2[C:10](=[CH:11][C:12]([O:15][CH:16]([F:18])[F:17])=[C:13]([F:14])[C:5]=2[CH3:1])[N:9]([CH:19]2[CH2:22][CH2:21][CH2:20]2)[C:8]=1[C:23]1[N:28]=[CH:27][C:26]([S:29]([NH:32][C@@H:33]([CH3:38])[C:34]([F:36])([F:35])[F:37])(=[O:30])=[O:31])=[CH:25][CH:24]=1)#[N:40], predict the reactants needed to synthesize it.